This data is from Forward reaction prediction with 1.9M reactions from USPTO patents (1976-2016). The task is: Predict the product of the given reaction. (1) Given the reactants [CH3:1][C:2]1[CH:3]=[C:4]([CH:26]=[CH:27][CH:28]=1)[CH2:5][C@@H:6]([C:23](O)=[O:24])[NH:7][C:8](=[O:22])[CH:9]([C:16]1[CH:21]=[CH:20][CH:19]=[CH:18][CH:17]=1)[C:10]1[CH:15]=[CH:14][CH:13]=[CH:12][CH:11]=1.Cl.[CH3:30][O:31][C:32]([C:34]1[CH:35]=[C:36]([CH2:40][O:41][CH2:42][C@@H:43]([C:45]([NH2:47])=[O:46])[NH2:44])[CH:37]=[CH:38][CH:39]=1)=[O:33].O.ON1C2C=CC=CC=2N=N1.CN1CCOCC1.Cl.CN(C)CCCN=C=NCC, predict the reaction product. The product is: [CH3:1][C:2]1[CH:3]=[C:4]([CH:26]=[CH:27][CH:28]=1)[CH2:5][C@@H:6]([C:23]([NH:47][C:45](=[O:46])[C@H:43]([CH2:42][O:41][CH2:40][C:36]1[CH:37]=[CH:38][CH:39]=[C:34]([C:32]([O:31][CH3:30])=[O:33])[CH:35]=1)[NH2:44])=[O:24])[NH:7][C:8](=[O:22])[CH:9]([C:10]1[CH:15]=[CH:14][CH:13]=[CH:12][CH:11]=1)[C:16]1[CH:21]=[CH:20][CH:19]=[CH:18][CH:17]=1. (2) Given the reactants [OH:1][CH2:2][N:3]([CH3:24])[N:4]=[N:5][C:6]1[CH:7]=[C:8]2[C:13](=[CH:14][CH:15]=1)[N:12]=[CH:11][N:10]=[C:9]2[NH:16][C:17]1[CH:22]=[CH:21][CH:20]=[C:19]([Cl:23])[CH:18]=1.[C:25](OC(=O)C)(=[O:27])[CH3:26], predict the reaction product. The product is: [C:25]([O:1][CH2:2][N:3]([CH3:24])[N:4]=[N:5][C:6]1[CH:7]=[C:8]2[C:13](=[CH:14][CH:15]=1)[N:12]=[CH:11][N:10]=[C:9]2[NH:16][C:17]1[CH:22]=[CH:21][CH:20]=[C:19]([Cl:23])[CH:18]=1)(=[O:27])[CH3:26]. (3) The product is: [NH2:1][C:2]1[N:7]=[C:6]([CH:8]2[CH2:13][CH2:12][CH2:11][N:10]([C:14]([O:16][CH2:17][C:18]3[CH:23]=[CH:22][CH:21]=[CH:20][CH:19]=3)=[O:15])[CH2:9]2)[CH:5]=[C:4]([NH:29][C:28]2[CH:30]=[CH:31][C:32]([O:33][C:34]3[CH:39]=[CH:38][N:37]=[C:36]4[NH:40][CH:41]=[CH:42][C:35]=34)=[C:26]([F:25])[CH:27]=2)[N:3]=1. Given the reactants [NH2:1][C:2]1[N:7]=[C:6]([CH:8]2[CH2:13][CH2:12][CH2:11][N:10]([C:14]([O:16][CH2:17][C:18]3[CH:23]=[CH:22][CH:21]=[CH:20][CH:19]=3)=[O:15])[CH2:9]2)[CH:5]=[C:4](Cl)[N:3]=1.[F:25][C:26]1[CH:27]=[C:28]([CH:30]=[CH:31][C:32]=1[O:33][C:34]1[CH:39]=[CH:38][N:37]=[C:36]2[NH:40][CH:41]=[CH:42][C:35]=12)[NH2:29].Cl.C(=O)(O)[O-].[Na+], predict the reaction product. (4) Given the reactants [F:1][C:2]1[CH:31]=[C:30]([F:32])[CH:29]=[CH:28][C:3]=1[O:4][C:5]1[CH:10]=[CH:9][C:8]([S:11]([CH3:14])(=[O:13])=[O:12])=[CH:7][C:6]=1[C:15]1[C:16]2[CH:25]=[C:24]([CH2:26][OH:27])[NH:23][C:17]=2[C:18](=[O:22])[N:19]([CH3:21])[CH:20]=1.CC(OI1(OC(C)=O)(OC(C)=O)OC(=O)C2C1=CC=CC=2)=O.S(=O)(O)[O-].[Na+], predict the reaction product. The product is: [F:1][C:2]1[CH:31]=[C:30]([F:32])[CH:29]=[CH:28][C:3]=1[O:4][C:5]1[CH:10]=[CH:9][C:8]([S:11]([CH3:14])(=[O:12])=[O:13])=[CH:7][C:6]=1[C:15]1[C:16]2[CH:25]=[C:24]([CH:26]=[O:27])[NH:23][C:17]=2[C:18](=[O:22])[N:19]([CH3:21])[CH:20]=1. (5) Given the reactants [CH3:1][C:2]1[N:3]=[N:4][N:5]([CH2:7][C:8]2[CH:22]=[C:21]([C:23]([F:26])([F:25])[F:24])[CH:20]=[CH:19][C:9]=2[O:10][CH2:11][C:12]([O:14]C(C)(C)C)=[O:13])[N:6]=1.C(O)(C(F)(F)F)=O, predict the reaction product. The product is: [CH3:1][C:2]1[N:3]=[N:4][N:5]([CH2:7][C:8]2[CH:22]=[C:21]([C:23]([F:25])([F:24])[F:26])[CH:20]=[CH:19][C:9]=2[O:10][CH2:11][C:12]([OH:14])=[O:13])[N:6]=1.